This data is from Reaction yield outcomes from USPTO patents with 853,638 reactions. The task is: Predict the reaction yield, written as a fraction of the theoretical maximum amount of product (1.0 means a 100% yield; for example, 0.34 means a 34% yield). (1) The reactants are [NH2:1][C:2]1[CH:11]=[CH:10][CH:9]=[C:8]2[C:3]=1[CH:4]=[CH:5][N:6]=[CH:7]2.[C:12]([O:16][C:17]([N:19]1[CH2:24][CH2:23][CH2:22][CH:21](N)[CH2:20]1)=[O:18])([CH3:15])([CH3:14])[CH3:13].[O-]S([O-])(=O)=O.[Na+].[Na+].[BH-](OC(C)=O)(OC(C)=O)OC(C)=O.[Na+].C([O-])([O-])=O.[K+].[K+]. The catalyst is CC(O)=O. The product is [C:12]([O:16][C:17]([N:19]1[CH2:24][CH2:23][CH2:22][CH:21]([NH:1][C:2]2[CH:11]=[CH:10][CH:9]=[C:8]3[C:3]=2[CH:4]=[CH:5][N:6]=[CH:7]3)[CH2:20]1)=[O:18])([CH3:15])([CH3:13])[CH3:14]. The yield is 0.530. (2) The reactants are [C:1]([NH:5][S:6]([C:9]1[CH:17]=[C:16]2[C:12]([C:13]([CH:26]3[CH2:31][CH2:30][CH2:29][CH2:28][CH2:27]3)=[C:14]([C:18]3[CH:23]=[CH:22][C:21]([CH3:24])=[CH:20][C:19]=3[NH2:25])[NH:15]2)=[CH:11][CH:10]=1)(=[O:8])=[O:7])([CH3:4])([CH3:3])[CH3:2].C([O-])(=O)C.[Na+].C(O)(=O)C.[Cl:41][CH2:42][C:43](Cl)=[O:44]. The catalyst is O1CCCC1. The product is [C:1]([NH:5][S:6]([C:9]1[CH:17]=[C:16]2[C:12]([C:13]([CH:26]3[CH2:27][CH2:28][CH2:29][CH2:30][CH2:31]3)=[C:14]([C:18]3[CH:23]=[CH:22][C:21]([CH3:24])=[CH:20][C:19]=3[NH:25][C:43](=[O:44])[CH2:42][Cl:41])[NH:15]2)=[CH:11][CH:10]=1)(=[O:8])=[O:7])([CH3:4])([CH3:2])[CH3:3]. The yield is 0.899. (3) The reactants are [CH:1]1([NH:7][C:8]([C:10]2[CH:11]([NH2:34])[C:12]3[C:17]([C:18]=2[C:19]2[CH:24]=[CH:23][CH:22]=[CH:21][CH:20]=2)=[CH:16][CH:15]=[C:14]([O:25][CH2:26][CH2:27][N:28]2[CH2:33][CH2:32][O:31][CH2:30][CH2:29]2)[CH:13]=3)=[O:9])[CH2:6][CH2:5][CH2:4][CH2:3][CH2:2]1.[C:35](Cl)(=[O:37])[CH3:36].C(N(CC)CC)C. The catalyst is ClCCl. The product is [CH:1]1([NH:7][C:8]([C:10]2[CH:11]([NH:34][C:35](=[O:37])[CH3:36])[C:12]3[C:17]([C:18]=2[C:19]2[CH:24]=[CH:23][CH:22]=[CH:21][CH:20]=2)=[CH:16][CH:15]=[C:14]([O:25][CH2:26][CH2:27][N:28]2[CH2:29][CH2:30][O:31][CH2:32][CH2:33]2)[CH:13]=3)=[O:9])[CH2:2][CH2:3][CH2:4][CH2:5][CH2:6]1. The yield is 0.200. (4) The reactants are C([O:3][C:4]([C:6]1[NH:7][CH:8]=[C:9]2[CH:18]([C:19]3[O:20][C:21]([S:24][C:25]4[NH:29][C:28]5[CH:30]=[CH:31][CH:32]=[CH:33][C:27]=5[N:26]=4)=[CH:22][CH:23]=3)[C:17]3[C:16](=[O:34])[CH2:15][C:14]([CH3:36])([CH3:35])[CH2:13][C:12]=3[NH:11][C:10]=12)=[O:5])C.[OH-].[Na+]. The catalyst is C(O)C.O. The product is [NH:26]1[C:27]2[CH:33]=[CH:32][CH:31]=[CH:30][C:28]=2[N:29]=[C:25]1[S:24][C:21]1[O:20][C:19]([CH:18]2[C:17]3[C:16](=[O:34])[CH2:15][C:14]([CH3:36])([CH3:35])[CH2:13][C:12]=3[NH:11][C:10]3=[C:6]([C:4]([OH:5])=[O:3])[NH:7][CH:8]=[C:9]23)=[CH:23][CH:22]=1. The yield is 0.340. (5) The reactants are [CH2:1]([C:3]1[CH:8]=[CH:7][CH:6]=[C:5]([CH:9]([C:11]2[CH:16]=[CH:15][CH:14]=[CH:13][CH:12]=2)[CH3:10])[CH:4]=1)[CH3:2].CC[O:19]CC. The catalyst is C(Cl)Cl. The product is [CH2:1]([C:3]1[CH:8]=[CH:7][C:6]([OH:19])=[C:5]([CH:9]([C:11]2[CH:16]=[CH:15][CH:14]=[CH:13][CH:12]=2)[CH3:10])[CH:4]=1)[CH3:2]. The yield is 0.960. (6) The reactants are C[O:2][C:3](=[O:20])[CH:4]([CH3:19])[CH2:5][NH:6][C:7]([O:9][CH2:10][C:11]1[CH:16]=[CH:15][C:14]([O:17][CH3:18])=[CH:13][CH:12]=1)=[O:8].[OH-].[Li+]. The catalyst is CO. The product is [CH3:18][O:17][C:14]1[CH:13]=[CH:12][C:11]([CH2:10][O:9][C:7]([NH:6][CH2:5][CH:4]([CH3:19])[C:3]([OH:20])=[O:2])=[O:8])=[CH:16][CH:15]=1. The yield is 0.970. (7) The reactants are [CH2:1]([O:3][C@@H:4]([C@H:9](O)[C:10]1[CH:15]=[CH:14][C:13]([C:16]2[CH:21]=[CH:20][CH:19]=[C:18](CNC)[CH:17]=2)=[CH:12][CH:11]=1)[C:5]([O:7][CH3:8])=[O:6])[CH3:2].[CH2:26]([N:28](CC)[CH2:29]C)C. The catalyst is FC(F)(F)C(O)=O. The product is [CH2:1]([O:3][C@@H:4]([CH2:9][C:10]1[CH:15]=[CH:14][C:13]([C:16]2[CH:17]=[CH:18][CH:19]=[CH:20][CH:21]=2)=[CH:12][C:11]=1[CH2:26][NH:28][CH3:29])[C:5]([O:7][CH3:8])=[O:6])[CH3:2]. The yield is 0.100.